This data is from NCI-60 drug combinations with 297,098 pairs across 59 cell lines. The task is: Regression. Given two drug SMILES strings and cell line genomic features, predict the synergy score measuring deviation from expected non-interaction effect. (1) Drug 1: C1CC(=O)NC(=O)C1N2CC3=C(C2=O)C=CC=C3N. Drug 2: CN(C(=O)NC(C=O)C(C(C(CO)O)O)O)N=O. Cell line: EKVX. Synergy scores: CSS=3.53, Synergy_ZIP=-0.908, Synergy_Bliss=-1.84, Synergy_Loewe=2.36, Synergy_HSA=-0.384. (2) Drug 1: C1=CC(=CC=C1C#N)C(C2=CC=C(C=C2)C#N)N3C=NC=N3. Drug 2: CC(C)(C#N)C1=CC(=CC(=C1)CN2C=NC=N2)C(C)(C)C#N. Cell line: LOX IMVI. Synergy scores: CSS=4.62, Synergy_ZIP=1.12, Synergy_Bliss=2.47, Synergy_Loewe=-2.28, Synergy_HSA=-0.402.